Task: Regression. Given two drug SMILES strings and cell line genomic features, predict the synergy score measuring deviation from expected non-interaction effect.. Dataset: Merck oncology drug combination screen with 23,052 pairs across 39 cell lines (1) Drug 1: O=C(NOCC(O)CO)c1ccc(F)c(F)c1Nc1ccc(I)cc1F. Drug 2: CC1(c2nc3c(C(N)=O)cccc3[nH]2)CCCN1. Cell line: LOVO. Synergy scores: synergy=-11.6. (2) Drug 1: N.N.O=C(O)C1(C(=O)O)CCC1.[Pt]. Drug 2: NC1(c2ccc(-c3nc4ccn5c(=O)[nH]nc5c4cc3-c3ccccc3)cc2)CCC1. Cell line: A2058. Synergy scores: synergy=1.35. (3) Drug 1: CN1C(=O)C=CC2(C)C3CCC4(C)C(NC(=O)OCC(F)(F)F)CCC4C3CCC12. Drug 2: O=c1[nH]cc(F)c(=O)[nH]1. Cell line: NCIH520. Synergy scores: synergy=-4.04. (4) Drug 1: NC1(c2ccc(-c3nc4ccn5c(=O)[nH]nc5c4cc3-c3ccccc3)cc2)CCC1. Drug 2: COC1CC2CCC(C)C(O)(O2)C(=O)C(=O)N2CCCCC2C(=O)OC(C(C)CC2CCC(OP(C)(C)=O)C(OC)C2)CC(=O)C(C)C=C(C)C(O)C(OC)C(=O)C(C)CC(C)C=CC=CC=C1C. Cell line: EFM192B. Synergy scores: synergy=27.6. (5) Drug 1: O=P1(N(CCCl)CCCl)NCCCO1. Drug 2: C#Cc1cccc(Nc2ncnc3cc(OCCOC)c(OCCOC)cc23)c1. Cell line: MDAMB436. Synergy scores: synergy=-5.41. (6) Drug 1: O=C(NOCC(O)CO)c1ccc(F)c(F)c1Nc1ccc(I)cc1F. Drug 2: Cn1cc(-c2cnn3c(N)c(Br)c(C4CCCNC4)nc23)cn1. Cell line: SW620. Synergy scores: synergy=-3.29.